This data is from Catalyst prediction with 721,799 reactions and 888 catalyst types from USPTO. The task is: Predict which catalyst facilitates the given reaction. (1) Reactant: C(OC([NH:8][CH:9]([CH2:22][C:23]1[CH:28]=[CH:27][CH:26]=[CH:25][CH:24]=1)[CH2:10][O:11][CH2:12][C:13]1[CH:21]=[CH:20][CH:19]=[CH:18][C:14]=1[C:15]([OH:17])=[O:16])=O)(C)(C)C.[ClH:29]. Product: [ClH:29].[NH2:8][CH:9]([CH2:22][C:23]1[CH:24]=[CH:25][CH:26]=[CH:27][CH:28]=1)[CH2:10][O:11][CH2:12][C:13]1[CH:21]=[CH:20][CH:19]=[CH:18][C:14]=1[C:15]([OH:17])=[O:16]. The catalyst class is: 12. (2) Reactant: [OH:1][CH:2]1[C:11]2[C:6](=[C:7]3[CH2:16][C:15]([CH3:18])([CH3:17])[O:14][C:8]3=[C:9]([O:12][CH3:13])[CH:10]=2)[C:5]([C:19]2[CH:20]=[C:21]([C:25]3[CH:30]=[CH:29][CH:28]=[C:27]([NH:31][C:32](=[O:34])[CH3:33])[CH:26]=3)[CH:22]=[CH:23][CH:24]=2)=[N:4][C:3]1([CH3:36])[CH3:35]. Product: [CH3:13][O:12][C:9]1[CH:10]=[C:11]2[C:6](=[C:7]3[CH2:16][C:15]([CH3:18])([CH3:17])[O:14][C:8]=13)[C:5]([C:19]1[CH:20]=[C:21]([C:25]3[CH:30]=[CH:29][CH:28]=[C:27]([NH:31][C:32](=[O:34])[CH3:33])[CH:26]=3)[CH:22]=[CH:23][CH:24]=1)=[N:4][C:3]([CH3:36])([CH3:35])[C:2]2=[O:1]. The catalyst class is: 428. (3) Reactant: [CH3:1][S:2][C:3]1[CH:11]=[C:10]([C:12]([F:15])([F:14])[F:13])[CH:9]=[C:8]([C:16]([F:19])([F:18])[F:17])[C:4]=1[C:5](Cl)=[O:6].[CH3:20][C:21]([N:31]1[CH2:35][CH2:34][CH2:33][CH2:32]1)([CH3:30])[CH:22]([NH2:29])[C:23]1[CH:28]=[CH:27][CH:26]=[CH:25][CH:24]=1. Product: [CH3:30][C:21]([N:31]1[CH2:32][CH2:33][CH2:34][CH2:35]1)([CH3:20])[CH:22]([NH:29][C:5](=[O:6])[C:4]1[C:8]([C:16]([F:19])([F:18])[F:17])=[CH:9][C:10]([C:12]([F:15])([F:14])[F:13])=[CH:11][C:3]=1[S:2][CH3:1])[C:23]1[CH:28]=[CH:27][CH:26]=[CH:25][CH:24]=1. The catalyst class is: 347. (4) The catalyst class is: 209. Product: [N:11]1([C:14]2[CH:15]=[CH:16][C:17]([C:18]([OH:20])=[O:19])=[CH:21][CH:22]=2)[CH2:10][CH2:9][NH:8][CH2:13][CH2:12]1. Reactant: C(OC([N:8]1[CH2:13][CH2:12][N:11]([C:14]2[CH:22]=[CH:21][C:17]([C:18]([OH:20])=[O:19])=[CH:16][CH:15]=2)[CH2:10][CH2:9]1)=O)(C)(C)C. (5) Reactant: [ClH:1].O1CCOCC1.[C:8]([N:19]1[CH2:24][CH2:23][N:22]([CH2:25][CH2:26][C:27]([OH:29])=[O:28])[CH2:21][CH2:20]1)(=[O:18])/[CH:9]=[CH:10]/[CH2:11][CH2:12][CH2:13][CH2:14][CH2:15][CH2:16][CH3:17]. Product: [ClH:1].[C:8]([N:19]1[CH2:24][CH2:23][N:22]([CH2:25][CH2:26][C:27]([OH:29])=[O:28])[CH2:21][CH2:20]1)(=[O:18])/[CH:9]=[CH:10]/[CH2:11][CH2:12][CH2:13][CH2:14][CH2:15][CH2:16][CH3:17]. The catalyst class is: 2. (6) Reactant: [C:1]1([C@@H:7]2[CH2:11][O:10][C:9](=[O:12])[NH:8]2)[CH:6]=[CH:5][CH:4]=[CH:3][CH:2]=1.[Cl:13][C:14]1[N:19]=[C:18](Cl)[CH:17]=[CH:16][N:15]=1.[H-].[Na+]. Product: [Cl:13][C:14]1[N:19]=[C:18]([N:8]2[C@H:7]([C:1]3[CH:2]=[CH:3][CH:4]=[CH:5][CH:6]=3)[CH2:11][O:10][C:9]2=[O:12])[CH:17]=[CH:16][N:15]=1. The catalyst class is: 31. (7) Reactant: [CH3:1][C:2]1[CH:7]=[CH:6][N:5]=[CH:4][C:3]=1[N:8]1[CH2:12][CH2:11][NH:10][C:9]1=[O:13].Br[C:15]1[C:16]2[CH:23]=[CH:22][CH:21]=[CH:20][C:17]=2[S:18][CH:19]=1.N[C@@H]1CCCC[C@H]1N.P([O-])([O-])([O-])=O.[K+].[K+].[K+]. Product: [S:18]1[CH:19]=[C:15]([N:10]2[CH2:11][CH2:12][N:8]([C:3]3[CH:4]=[N:5][CH:6]=[CH:7][C:2]=3[CH3:1])[C:9]2=[O:13])[C:16]2[CH:23]=[CH:22][CH:21]=[CH:20][C:17]1=2. The catalyst class is: 246.